Dataset: NCI-60 drug combinations with 297,098 pairs across 59 cell lines. Task: Regression. Given two drug SMILES strings and cell line genomic features, predict the synergy score measuring deviation from expected non-interaction effect. (1) Drug 1: C1=NC2=C(N=C(N=C2N1C3C(C(C(O3)CO)O)F)Cl)N. Drug 2: CC12CCC3C(C1CCC2OP(=O)(O)O)CCC4=C3C=CC(=C4)OC(=O)N(CCCl)CCCl.[Na+]. Cell line: HS 578T. Synergy scores: CSS=5.75, Synergy_ZIP=-1.62, Synergy_Bliss=-2.05, Synergy_Loewe=-1.69, Synergy_HSA=-2.87. (2) Drug 1: CCC1=CC2CC(C3=C(CN(C2)C1)C4=CC=CC=C4N3)(C5=C(C=C6C(=C5)C78CCN9C7C(C=CC9)(C(C(C8N6C)(C(=O)OC)O)OC(=O)C)CC)OC)C(=O)OC.C(C(C(=O)O)O)(C(=O)O)O. Drug 2: CC1CCC2CC(C(=CC=CC=CC(CC(C(=O)C(C(C(=CC(C(=O)CC(OC(=O)C3CCCCN3C(=O)C(=O)C1(O2)O)C(C)CC4CCC(C(C4)OC)O)C)C)O)OC)C)C)C)OC. Cell line: LOX IMVI. Synergy scores: CSS=38.0, Synergy_ZIP=-9.68, Synergy_Bliss=-7.59, Synergy_Loewe=-3.70, Synergy_HSA=-3.07. (3) Drug 1: CN1CCC(CC1)COC2=C(C=C3C(=C2)N=CN=C3NC4=C(C=C(C=C4)Br)F)OC. Drug 2: CC1=CC=C(C=C1)C2=CC(=NN2C3=CC=C(C=C3)S(=O)(=O)N)C(F)(F)F. Cell line: UACC62. Synergy scores: CSS=0.885, Synergy_ZIP=-1.82, Synergy_Bliss=-0.375, Synergy_Loewe=-8.61, Synergy_HSA=-1.53. (4) Drug 1: CC12CCC3C(C1CCC2=O)CC(=C)C4=CC(=O)C=CC34C. Drug 2: CC12CCC3C(C1CCC2OP(=O)(O)O)CCC4=C3C=CC(=C4)OC(=O)N(CCCl)CCCl.[Na+]. Cell line: CAKI-1. Synergy scores: CSS=2.40, Synergy_ZIP=-11.2, Synergy_Bliss=-21.5, Synergy_Loewe=-21.2, Synergy_HSA=-20.6. (5) Drug 1: CC1C(C(CC(O1)OC2CC(CC3=C2C(=C4C(=C3O)C(=O)C5=C(C4=O)C(=CC=C5)OC)O)(C(=O)C)O)N)O.Cl. Drug 2: CN(C)N=NC1=C(NC=N1)C(=O)N. Cell line: UACC62. Synergy scores: CSS=16.0, Synergy_ZIP=-3.38, Synergy_Bliss=-0.540, Synergy_Loewe=-2.83, Synergy_HSA=0.333. (6) Drug 1: CNC(=O)C1=CC=CC=C1SC2=CC3=C(C=C2)C(=NN3)C=CC4=CC=CC=N4. Drug 2: CC1CCC2CC(C(=CC=CC=CC(CC(C(=O)C(C(C(=CC(C(=O)CC(OC(=O)C3CCCCN3C(=O)C(=O)C1(O2)O)C(C)CC4CCC(C(C4)OC)O)C)C)O)OC)C)C)C)OC. Cell line: MDA-MB-435. Synergy scores: CSS=21.4, Synergy_ZIP=4.93, Synergy_Bliss=10.6, Synergy_Loewe=5.42, Synergy_HSA=9.74. (7) Drug 1: CN(CCCl)CCCl.Cl. Drug 2: CC(C)NC(=O)C1=CC=C(C=C1)CNNC.Cl. Cell line: HCT-15. Synergy scores: CSS=37.7, Synergy_ZIP=-2.04, Synergy_Bliss=-4.86, Synergy_Loewe=-24.7, Synergy_HSA=-3.72. (8) Drug 1: CCC1=CC2CC(C3=C(CN(C2)C1)C4=CC=CC=C4N3)(C5=C(C=C6C(=C5)C78CCN9C7C(C=CC9)(C(C(C8N6C)(C(=O)OC)O)OC(=O)C)CC)OC)C(=O)OC.C(C(C(=O)O)O)(C(=O)O)O. Drug 2: C1=CC(=CC=C1CCCC(=O)O)N(CCCl)CCCl. Cell line: UACC62. Synergy scores: CSS=51.5, Synergy_ZIP=-14.3, Synergy_Bliss=-11.0, Synergy_Loewe=-18.0, Synergy_HSA=-5.60. (9) Cell line: PC-3. Drug 2: CCC1(C2=C(COC1=O)C(=O)N3CC4=CC5=C(C=CC(=C5CN(C)C)O)N=C4C3=C2)O.Cl. Drug 1: C1CN(CCN1C(=O)CCBr)C(=O)CCBr. Synergy scores: CSS=28.4, Synergy_ZIP=-7.77, Synergy_Bliss=-7.04, Synergy_Loewe=-0.254, Synergy_HSA=0.444.